Task: Predict the product of the given reaction.. Dataset: Forward reaction prediction with 1.9M reactions from USPTO patents (1976-2016) (1) The product is: [CH3:8][O:9][C:10]([C:12]1([CH3:1])[CH2:13][CH2:14][N:15]([C:18]([O:20][C:21]([CH3:24])([CH3:23])[CH3:22])=[O:19])[CH2:16][CH2:17]1)=[O:11]. Given the reactants [CH:1](NC(C)C)(C)C.[CH3:8][O:9][C:10]([CH:12]1[CH2:17][CH2:16][N:15]([C:18]([O:20][C:21]([CH3:24])([CH3:23])[CH3:22])=[O:19])[CH2:14][CH2:13]1)=[O:11].CI, predict the reaction product. (2) Given the reactants Br[C:2]1[CH:3]=[C:4]2[C:9](=[CH:10][CH:11]=1)[C:8](=[O:12])[NH:7][N:6]=[C:5]2[Cl:13].[CH3:14][O:15][C:16]1[C:23]([O:24][CH3:25])=[CH:22][CH:21]=[CH:20][C:17]=1[CH2:18][NH2:19].C1C=CC(P(C2C(C3C(P(C4C=CC=CC=4)C4C=CC=CC=4)=CC=C4C=3C=CC=C4)=C3C(C=CC=C3)=CC=2)C2C=CC=CC=2)=CC=1.CC([O-])(C)C.[Na+], predict the reaction product. The product is: [Cl:13][C:5]1[C:4]2[C:9](=[CH:10][CH:11]=[C:2]([NH:19][CH2:18][C:17]3[CH:20]=[CH:21][CH:22]=[C:23]([O:24][CH3:25])[C:16]=3[O:15][CH3:14])[CH:3]=2)[C:8](=[O:12])[NH:7][N:6]=1.